From a dataset of Reaction yield outcomes from USPTO patents with 853,638 reactions. Predict the reaction yield, written as a fraction of the theoretical maximum amount of product (1.0 means a 100% yield; for example, 0.34 means a 34% yield). (1) The reactants are [CH3:1][N:2]([CH3:23])[S:3]([CH2:6][CH2:7][C:8]1[CH:13]=[CH:12][C:11]([NH2:14])=[C:10]([C:15]2[CH2:20][CH2:19][C:18]([CH3:22])([CH3:21])[CH2:17][CH:16]=2)[CH:9]=1)(=[O:5])=[O:4].C1CN([P+](Br)(N2CCCC2)N2CCCC2)CC1.F[P-](F)(F)(F)(F)F.[K+].[C:49]([C:51]1[N:52]=[C:53]([C:64]([O-])=[O:65])[N:54]([CH2:56][O:57][CH2:58][CH2:59][Si:60]([CH3:63])([CH3:62])[CH3:61])[CH:55]=1)#[N:50].CCN(C(C)C)C(C)C. The catalyst is C(Cl)Cl. The product is [CH3:22][C:18]1([CH3:21])[CH2:19][CH2:20][C:15]([C:10]2[CH:9]=[C:8]([CH2:7][CH2:6][S:3](=[O:4])(=[O:5])[N:2]([CH3:1])[CH3:23])[CH:13]=[CH:12][C:11]=2[NH:14][C:64]([C:53]2[N:54]([CH2:56][O:57][CH2:58][CH2:59][Si:60]([CH3:63])([CH3:62])[CH3:61])[CH:55]=[C:51]([C:49]#[N:50])[N:52]=2)=[O:65])=[CH:16][CH2:17]1. The yield is 0.950. (2) The reactants are [C:1]([C:3]1[CH:4]=[C:5]([C:13]2[S:17][C:16]([C:18]3[CH:26]=[CH:25][CH:24]=[C:23]4[C:19]=3[CH2:20][CH2:21][C@@H:22]4[NH:27][CH2:28][C:29]([O:31][CH3:32])=[O:30])=[N:15][N:14]=2)[CH:6]=[CH:7][C:8]=1[O:9][CH:10]([CH3:12])[CH3:11])#[N:2].[C:33](O[C:33]([O:35][C:36]([CH3:39])([CH3:38])[CH3:37])=[O:34])([O:35][C:36]([CH3:39])([CH3:38])[CH3:37])=[O:34]. The catalyst is C(Cl)Cl. The product is [C:36]([O:35][C:33]([N:27]([C@@H:22]1[C:23]2[C:19](=[C:18]([C:16]3[S:17][C:13]([C:5]4[CH:6]=[CH:7][C:8]([O:9][CH:10]([CH3:12])[CH3:11])=[C:3]([C:1]#[N:2])[CH:4]=4)=[N:14][N:15]=3)[CH:26]=[CH:25][CH:24]=2)[CH2:20][CH2:21]1)[CH2:28][C:29]([O:31][CH3:32])=[O:30])=[O:34])([CH3:39])([CH3:38])[CH3:37]. The yield is 0.660. (3) The reactants are [NH2:1][C@@H:2]([C:66]([CH3:69])([CH3:68])[CH3:67])[C:3]([N:5]1[C@H:9]([C:10](=[O:22])[NH:11][C@H:12]2[C:21]3[C:16](=[CH:17][CH:18]=[CH:19][CH:20]=3)[CH2:15][CH2:14][CH2:13]2)[CH2:8][C@H:7]([C:23]2[CH:32]=[C:31]3[C:26]([CH2:27][C@@H:28]([C:53](=[O:65])[NH:54][C@H:55]4[C:64]5[C:59](=[CH:60][CH:61]=[CH:62][CH:63]=5)[CH2:58][CH2:57][CH2:56]4)[N:29]([C:33](=[O:52])[C@@H:34]([NH:44]C(OC(C)(C)C)=O)[C:35]([S:38][CH2:39][C:40]([O:42][CH3:43])=[O:41])([CH3:37])[CH3:36])[CH2:30]3)=[CH:25][CH:24]=2)[CH2:6]1)=[O:4].C(O)(C(F)(F)F)=O. The catalyst is C(Cl)Cl. The product is [NH2:44][C@H:34]([C:33]([N:29]1[C@H:28]([C:53](=[O:65])[NH:54][C@H:55]2[C:64]3[C:59](=[CH:60][CH:61]=[CH:62][CH:63]=3)[CH2:58][CH2:57][CH2:56]2)[CH2:27][C:26]2[C:31](=[CH:32][C:23]([C@H:7]3[CH2:8][C@@H:9]([C:10](=[O:22])[NH:11][C@H:12]4[C:21]5[C:16](=[CH:17][CH:18]=[CH:19][CH:20]=5)[CH2:15][CH2:14][CH2:13]4)[N:5]([C:3](=[O:4])[C@@H:2]([NH2:1])[C:66]([CH3:69])([CH3:68])[CH3:67])[CH2:6]3)=[CH:24][CH:25]=2)[CH2:30]1)=[O:52])[C:35]([S:38][CH2:39][C:40]([O:42][CH3:43])=[O:41])([CH3:37])[CH3:36]. The yield is 1.00. (4) The reactants are [F:1][C:2]1[CH:7]=[CH:6][C:5]([C:8]2[C:12]([CH:13]=[CH2:14])=[C:11]([NH2:15])[N:10]([C:16]3[CH:21]=[CH:20][CH:19]=[CH:18][C:17]=3[CH3:22])[N:9]=2)=[CH:4][CH:3]=1. The catalyst is [Pd].CCO. The product is [CH2:13]([C:12]1[C:8]([C:5]2[CH:4]=[CH:3][C:2]([F:1])=[CH:7][CH:6]=2)=[N:9][N:10]([C:16]2[CH:21]=[CH:20][CH:19]=[CH:18][C:17]=2[CH3:22])[C:11]=1[NH2:15])[CH3:14]. The yield is 0.770. (5) The reactants are Cl[C:2]1[C:11]2[C:6](=[CH:7][C:8]([CH3:12])=[CH:9][CH:10]=2)[N:5]=[C:4]([C:13]2[CH:18]=[CH:17][CH:16]=[CH:15][C:14]=2[OH:19])[N:3]=1.CCN(CC)CC.[NH2:27][CH:28]1[CH2:33][CH2:32][NH:31][CH2:30][CH2:29]1. The catalyst is C(Cl)Cl. The product is [NH2:27][CH:28]1[CH2:33][CH2:32][N:31]([C:2]2[C:11]3[C:6](=[CH:7][C:8]([CH3:12])=[CH:9][CH:10]=3)[N:5]=[C:4]([C:13]3[CH:18]=[CH:17][CH:16]=[CH:15][C:14]=3[OH:19])[N:3]=2)[CH2:30][CH2:29]1. The yield is 0.890. (6) The yield is 0.700. The product is [CH:16]1([S:21][CH:4]([C:5]2[CH:10]=[CH:9][C:8]([O:11][CH3:12])=[C:7]([Cl:13])[CH:6]=2)[C:3]([OH:2])=[O:15])[CH2:20][CH2:19][CH2:18][CH2:17]1.[CH:16]1([S:21][CH:4]([C:5]2[CH:10]=[CH:9][C:8]([O:11][CH3:12])=[C:7]([Cl:13])[CH:6]=2)[C:3]([NH:22][C:23]2[S:24][CH:25]=[CH:26][N:27]=2)=[O:15])[CH2:20][CH2:19][CH2:18][CH2:17]1. The catalyst is C1COCC1. The reactants are C[O:2][C:3](=[O:15])[CH:4](Br)[C:5]1[CH:10]=[CH:9][C:8]([O:11][CH3:12])=[C:7]([Cl:13])[CH:6]=1.[CH:16]1([SH:21])[CH2:20][CH2:19][CH2:18][CH2:17]1.[NH2:22][C:23]1[S:24][CH:25]=[CH:26][N:27]=1. (7) The reactants are [C:1]([O:5][C:6]([NH:8][C@H:9]([C:30]([O:32][CH3:33])=[O:31])[CH2:10][C:11]1[CH:16]=[CH:15][C:14]([CH:17]=[CH:18][CH2:19][C:20]2[CH:29]=[CH:28][C:27]3[C:22](=[N:23][CH:24]=[CH:25][CH:26]=3)[N:21]=2)=[CH:13][CH:12]=1)=[O:7])([CH3:4])([CH3:3])[CH3:2]. The catalyst is C(O)C.[Pd]. The product is [C:1]([O:5][C:6]([NH:8][C@H:9]([C:30]([O:32][CH3:33])=[O:31])[CH2:10][C:11]1[CH:16]=[CH:15][C:14]([CH2:17][CH2:18][CH2:19][C:20]2[CH:29]=[CH:28][C:27]3[CH2:26][CH2:25][CH2:24][NH:23][C:22]=3[N:21]=2)=[CH:13][CH:12]=1)=[O:7])([CH3:4])([CH3:3])[CH3:2]. The yield is 0.670. (8) The product is [C:1]([C:5]1[CH:23]=[CH:22][C:8]([C:9]([NH:11][C:12]2[N:13]=[C:14]3[CH:19]=[CH:18][C:17]([N:24]4[CH:28]=[CH:27][N:26]=[CH:25]4)=[CH:16][N:15]3[CH:21]=2)=[O:10])=[CH:7][CH:6]=1)([CH3:4])([CH3:3])[CH3:2]. The yield is 0.420. The catalyst is CN(C)C=O.[Cu]I. The reactants are [C:1]([C:5]1[CH:23]=[CH:22][C:8]([C:9]([NH:11][C:12]2[N:13]=[C:14]3[CH:19]=[CH:18][C:17](I)=[CH:16][N:15]3[CH:21]=2)=[O:10])=[CH:7][CH:6]=1)([CH3:4])([CH3:3])[CH3:2].[NH:24]1[CH:28]=[CH:27][N:26]=[CH:25]1. (9) The reactants are [Cl:1][C:2]1[CH:3]=[CH:4][C:5]([N+:10]([O-:12])=[O:11])=[C:6]([CH:9]=1)[CH:7]=O.[OH2:13].Cl.[NH2:15]O.[OH-].[Na+]. The catalyst is CCO. The product is [Cl:1][C:2]1[CH:3]=[CH:4][C:5]([N+:10]([O-:12])=[O:11])=[C:6]([CH:9]=1)[CH:7]=[N:15][OH:13]. The yield is 0.860.